Dataset: TCR-epitope binding with 47,182 pairs between 192 epitopes and 23,139 TCRs. Task: Binary Classification. Given a T-cell receptor sequence (or CDR3 region) and an epitope sequence, predict whether binding occurs between them. The epitope is VLWAHGFEL. The TCR CDR3 sequence is CASTGGGEQYF. Result: 1 (the TCR binds to the epitope).